This data is from Reaction yield outcomes from USPTO patents with 853,638 reactions. The task is: Predict the reaction yield, written as a fraction of the theoretical maximum amount of product (1.0 means a 100% yield; for example, 0.34 means a 34% yield). (1) The reactants are [CH2:1]([C:3]1[CH:16]=[CH:15][C:6]([CH2:7][C:8]2[C:9](=[O:14])[NH:10][NH:11][C:12]=2[CH3:13])=[CH:5][CH:4]=1)[CH3:2].[CH2:17](O)[C:18]1[CH:23]=[CH:22][CH:21]=[CH:20][CH:19]=1.C1(P(C2C=CC=CC=2)C2C=CC=CC=2)C=CC=CC=1.N(C(OCC)=O)=NC(OCC)=O. The catalyst is O1CCCC1. The product is [CH2:17]([O:14][C:9]1[C:8]([CH2:7][C:6]2[CH:5]=[CH:4][C:3]([CH2:1][CH3:2])=[CH:16][CH:15]=2)=[C:12]([CH3:13])[NH:11][N:10]=1)[C:18]1[CH:23]=[CH:22][CH:21]=[CH:20][CH:19]=1. The yield is 0.390. (2) The product is [CH3:1][O:2][C:3]1[CH:4]=[C:5]2[C:10](=[CH:11][C:12]=1[O:13][CH3:14])[N:9]=[CH:8][CH:7]=[C:6]2[O:15][C:16]1[CH:22]=[CH:21][C:19]([NH:20][C:27](=[O:33])[O:26][CH2:24][CH:35]2[CH2:41][CH2:40][CH2:39][CH2:38][CH2:37][CH2:36]2)=[CH:18][CH:17]=1. The reactants are [CH3:1][O:2][C:3]1[CH:4]=[C:5]2[C:10](=[CH:11][C:12]=1[O:13][CH3:14])[N:9]=[CH:8][CH:7]=[C:6]2[O:15][C:16]1[CH:22]=[CH:21][C:19]([NH2:20])=[CH:18][CH:17]=1.Cl[C:24](Cl)([O:26][C:27](=[O:33])OC(Cl)(Cl)Cl)Cl.[CH:35]1(CO)[CH2:41][CH2:40][CH2:39][CH2:38][CH2:37][CH2:36]1.C(=O)(O)[O-].[Na+]. The yield is 0.770. The catalyst is C(Cl)Cl.C(N(CC)CC)C.C1(C)C=CC=CC=1.